Dataset: Drug-target binding data from BindingDB using IC50 measurements. Task: Regression. Given a target protein amino acid sequence and a drug SMILES string, predict the binding affinity score between them. We predict pIC50 (pIC50 = -log10(IC50 in M); higher means more potent). Dataset: bindingdb_ic50. (1) The compound is CC(C)Oc1cc2[nH]ncc2cc1Nc1ncnc2[nH]nc(-c3ccc(F)cc3)c12. The target protein sequence is VSSQKLEKPIEMGSSEPLPIADGDRRRKKKRRGRATDSLPGKFEDMYKLTSELLGEGAYAKVQGAVSLQNGKEYAVKIIEKQAGHSRSRVFREVETLYQCQGNKNILELIEFFEDDTRFYLVFEKLQGGSILAHIQKQKHFNEREASRVVRDVAAALDFLHTKDKVSLCHLGWSAMAPSGLTAAPTSLGSSDPPTSASQVAGTTGIAHRDLKPENILCESPEKVSPVKICDFDLGSGMKLNNSCTPITTPELTTPCGSAEYMAPEVVEVFTDQATFYDKRCDLWSLGVVLYIMLSGYPPFVGHCGADCGWDRGEVCRVCQNKLFESIQEGKYEFPDKDWAHISSEAKDLISKLLVRDAKQRLSAAQVLQHPWVQGQAPEKGLPTPQVLQRNSSTMDLTLFAAEAIALNRQLSQHEENELAEEP. The pIC50 is 7.6. (2) The compound is CNCCNCc1cc(-n2nc(C(F)(F)F)cc2C(=O)NCc2ccccc2OC)ccc1C. The target protein (Q9WVG6) has sequence MAAAAATAVGPGAGSAGVAGPGGAGPCATVSVFPGARLLTIGDANGEIQRHAEQQALRLEVRAGPDAAGIALYSHEDVCVFKCSVSRETECSRVGRQSFIITLGCNSVLIQFATPHDFCSFYNILKTCRGHTLERSVFSERTEESSAVQYFQFYGYLSQQQNMMQDYVRTGTYQRAILQNHTDFKDKIVLDVGCGSGILSFFAAQAGARKIYAVEASTMAQHAEVLVKSNNLTDRIVVIPGKVEEVSLPEQVDIIISEPMGYMLFNERMLESYLHAKKYLKPSGNMFPTIGDVHLAPFTDEQLYMEQFTKANFWYQPSFHGVDLSALRGAAVDEYFRQPVVDTFDIRILMAKSVKYTVNFLEAKEGDLHRIEIPFKFHMLHSGLVHGLAFWFDVAFIGSIMTVWLSTAPTEPLTHWYQVRCLFQSPLFAKAGDTLSGTCLLIANKRQSYDISIVAQVDQTGSKSSNLLDLKNPFFRYTGTTPSPPPGSHYTSPSENMWNT.... The pIC50 is 5.1. (3) The small molecule is CC(O)c1cccc(Nc2ncc3cc(-c4cc(N(C)C(=O)c5cccc(C(F)(F)F)c5)ccc4Cl)c(=O)n(C)c3n2)c1. The target protein sequence is MLEICLKLVGCKSKKGLSSSSSCYLEEALQRPVASDFEPQGLSEAARWNSKENLLAGPSENDPNLFVALYDFVASGDNTLSITKGEKLRVLGYNHNGEWCEAQTKNGQGWVPSNYITPVNSLEKHSWYHGPVSRNAAEYLLSSGINGSFLVRESESSPGQRSISLRYEGRVYHYRINTASDGKLYVSSESRFNTLAELVHHHSTVADGLITTLHYPAPKRNKPTVYGVSPNYDKWEMERTDITMKHKLGGGQYGEVYEGVWKKYSLTVAVKTLKEDTMEVEEFLKEAAVMKEIKHPNLVQLLGVCTREPPFYIITEFMTYGNLLDYLRECNRQEVNAVVLLYMATQISSAMEYLEKKNFIHRDLAARNCLVGENHLVKVADFGLSRLMTGDTYTAHAGAKFPIKWTAPESLAYNKFSIKSDVWAFGVLLWEIATYGMSPYPGIDLSQVYELLEKDYRMERPEGCPEKVYELMRACWQWNPSDRPSFAEIHQAFETMFQES.... The pIC50 is 6.8.